The task is: Predict the reaction yield, written as a fraction of the theoretical maximum amount of product (1.0 means a 100% yield; for example, 0.34 means a 34% yield).. This data is from Reaction yield outcomes from USPTO patents with 853,638 reactions. (1) The reactants are C1(S([N:10]2[C:14]3[CH:15]=[N:16][C:17]([C:21]#[N:22])=[C:18]([CH2:19][CH3:20])[C:13]=3[C:12]3[CH:23]=[CH:24][CH:25]=[N:26][C:11]2=3)(=O)=O)C=CC=CC=1.C(Cl)Cl.N. The catalyst is CO. The product is [CH2:19]([C:18]1[C:13]2[C:12]3[CH:23]=[CH:24][CH:25]=[N:26][C:11]=3[NH:10][C:14]=2[CH:15]=[N:16][C:17]=1[C:21]#[N:22])[CH3:20]. The yield is 0.810. (2) The reactants are [C:1]([O:5][C:6]([N:8]([C:19]([O:21][C:22]([CH3:25])([CH3:24])[CH3:23])=[O:20])[C@:9]1([C:14]([O:16][CH2:17][CH3:18])=[O:15])[CH2:11][C@H:10]1[CH:12]=[CH2:13])=[O:7])([CH3:4])([CH3:3])[CH3:2].B1([O-])O[O:27]1.O.O.O.O.[Na+]. The catalyst is O1CCCC1.C(OCC)(=O)C.O. The product is [C:1]([O:5][C:6]([N:8]([C:19]([O:21][C:22]([CH3:24])([CH3:23])[CH3:25])=[O:20])[C@:9]1([C:14]([O:16][CH2:17][CH3:18])=[O:15])[CH2:11][C@H:10]1[CH2:12][CH2:13][OH:27])=[O:7])([CH3:4])([CH3:2])[CH3:3]. The yield is 0.660. (3) The reactants are [O:1]=[C:2]1[C:11]2[C:6](=[C:7]([C:12]([OH:14])=[O:13])[CH:8]=[CH:9][CH:10]=2)[N:5]=[CH:4][NH:3]1.[N+:15]([O-])([OH:17])=[O:16]. The catalyst is S(=O)(=O)(O)O. The product is [N+:15]([C:9]1[CH:10]=[C:11]2[C:6](=[C:7]([C:12]([OH:14])=[O:13])[CH:8]=1)[N:5]=[CH:4][NH:3][C:2]2=[O:1])([O-:17])=[O:16]. The yield is 0.840. (4) The reactants are [CH2:1]([N:5]([CH2:43][CH:44]([CH3:46])[CH3:45])[C:6]1[CH:11]=[CH:10][C:9]([C:12]2[CH:17]=[CH:16][CH:15]=[CH:14][C:13]=2[C:18]2[N:19]=[N:20][N:21](C(C3C=CC=CC=3)(C3C=CC=CC=3)C3C=CC=CC=3)[N:22]=2)=[CH:8][C:7]=1[NH2:42])[CH:2]([CH3:4])[CH3:3].Cl[C:48](OC1C=CC([N+]([O-])=O)=CC=1)=[O:49].[CH3:60][C:61]1[N:62]=[CH:63][C:64]([NH2:67])=[N:65][CH:66]=1.C(N(CC)CC)C.Cl. The catalyst is C1COCC1.C(O)(C)C. The product is [CH2:43]([N:5]([CH2:1][CH:2]([CH3:3])[CH3:4])[C:6]1[CH:11]=[CH:10][C:9]([C:12]2[CH:17]=[CH:16][CH:15]=[CH:14][C:13]=2[C:18]2[N:19]=[N:20][NH:21][N:22]=2)=[CH:8][C:7]=1[NH:42][C:48]([NH:67][C:64]1[CH:63]=[N:62][C:61]([CH3:60])=[CH:66][N:65]=1)=[O:49])[CH:44]([CH3:45])[CH3:46]. The yield is 0.150. (5) The reactants are [C:1]1([C:7]2[O:8][CH:9]=[N:10][N:11]=2)[CH:6]=[CH:5][CH:4]=[CH:3][CH:2]=1.[Li]CCCC.[Mg+2].[Br-].[Br-].O(CC)CC.[C:25]([O:29][C:30](=[O:38])[NH:31][C@H:32]([CH:36]=[O:37])[CH:33]([CH3:35])[CH3:34])([CH3:28])([CH3:27])[CH3:26]. The catalyst is O1CCCC1. The product is [C:25]([O:29][C:30](=[O:38])[NH:31][CH:32]([CH:33]([CH3:34])[CH3:35])[C@H:36]([OH:37])[C:9]1[O:8][C:7]([C:1]2[CH:2]=[CH:3][CH:4]=[CH:5][CH:6]=2)=[N:11][N:10]=1)([CH3:28])([CH3:27])[CH3:26]. The yield is 0.160. (6) The reactants are [C:1]([C:4]([C@@H:17]1[CH2:21][CH2:20][N:19](CCCCCCC=O)[CH2:18]1)([C:11]1[CH:16]=[CH:15][CH:14]=[CH:13][CH:12]=1)[C:5]1[CH:10]=[CH:9][CH:8]=[CH:7][CH:6]=1)(=[O:3])[NH2:2].C(NC1CCN(CC2C=NC=CC=2OC)CC1)(C)C.C(O[BH-](OC(=O)C)OC(=O)C)(=O)C.[Na+].N1CCCC1. The catalyst is ClCCl. The product is [C:1]([C:4]([C@@H:17]1[CH2:21][CH2:20][NH:19][CH2:18]1)([C:11]1[CH:12]=[CH:13][CH:14]=[CH:15][CH:16]=1)[C:5]1[CH:10]=[CH:9][CH:8]=[CH:7][CH:6]=1)(=[O:3])[NH2:2]. The yield is 0.260. (7) The reactants are CS(O[CH2:6][C@@H:7]1[CH2:12][CH2:11][CH2:10][CH2:9][C@H:8]1[C:13]([O:15][CH3:16])=[O:14])(=O)=O.[N-:17]=[N+:18]=[N-:19].[Na+]. The catalyst is CN(C=O)C.O. The product is [N:17]([CH2:6][C@@H:7]1[CH2:12][CH2:11][CH2:10][CH2:9][C@H:8]1[C:13]([O:15][CH3:16])=[O:14])=[N+:18]=[N-:19]. The yield is 1.00. (8) The catalyst is C1(C=CC=CC=1)[P](C1C=CC=CC=1)(C1C=CC=CC=1)[Pd][P](C1C=CC=CC=1)(C1C=CC=CC=1)C1C=CC=CC=1.[Cu]I. The yield is 0.900. The reactants are [C:1]([C:3]1[CH:4]=[N:5][CH:6]=[C:7]([O:9][CH3:10])[CH:8]=1)#[CH:2].[F:11][C:12]1[CH:19]=[CH:18][C:17](I)=[CH:16][C:13]=1[C:14]#[N:15].C(N(CC)CC)C. The product is [F:11][C:12]1[CH:19]=[CH:18][C:17]([C:2]#[C:1][C:3]2[CH:4]=[N:5][CH:6]=[C:7]([O:9][CH3:10])[CH:8]=2)=[CH:16][C:13]=1[C:14]#[N:15]. (9) The reactants are [Br:1][C:2]1[CH:3]=[CH:4][C:5]([Cl:11])=[C:6]([CH:10]=1)[C:7]([OH:9])=O.C(Cl)(=O)C(Cl)=O.[C:18]1([O:24][CH2:25][CH3:26])[CH:23]=[CH:22][CH:21]=[CH:20][CH:19]=1.[Cl-].[Al+3].[Cl-].[Cl-]. The catalyst is ClCCl.O.CN(C)C=O. The product is [Br:1][C:2]1[CH:3]=[CH:4][C:5]([Cl:11])=[C:6]([C:7]([C:21]2[CH:22]=[CH:23][C:18]([O:24][CH2:25][CH3:26])=[CH:19][CH:20]=2)=[O:9])[CH:10]=1. The yield is 0.670. (10) The catalyst is C(S([O-])(=O)=O)(F)(F)F.C(S([O-])(=O)=O)(F)(F)F.C(S([O-])(=O)=O)(F)(F)F.[Dy+3].C(#N)C. The reactants are [CH:1](=O)[C:2]1[CH:7]=[CH:6][CH:5]=[CH:4][CH:3]=1.[NH2:9][C:10]1[CH:15]=[CH:14][CH:13]=[CH:12][CH:11]=1.[C:16]([N:23]1[CH:27]=[CH:26][CH:25]([CH3:28])[CH2:24]1)([O:18][C:19]([CH3:22])([CH3:21])[CH3:20])=[O:17]. The product is [CH3:28][C@:25]12[CH2:26][CH2:27][N:23]([C:16]([O:18][C:19]([CH3:20])([CH3:22])[CH3:21])=[O:17])[C@H:24]1[C:11]1[CH:12]=[CH:13][CH:14]=[CH:15][C:10]=1[NH:9][C@H:1]2[C:2]1[CH:7]=[CH:6][CH:5]=[CH:4][CH:3]=1. The yield is 0.530.